Predict the reactants needed to synthesize the given product. From a dataset of Full USPTO retrosynthesis dataset with 1.9M reactions from patents (1976-2016). (1) Given the product [Cl:11][C:12]1[N:17]=[C:16]([O:18][C:19]2[C:28]3[C:23](=[CH:24][CH:25]=[CH:26][CH:27]=3)[C:22]([NH:29][C:2](=[O:3])[O:4][C:5]3[CH:10]=[CH:9][CH:8]=[CH:7][CH:6]=3)=[CH:21][CH:20]=2)[CH:15]=[CH:14][N:13]=1, predict the reactants needed to synthesize it. The reactants are: Cl[C:2]([O:4][C:5]1[CH:10]=[CH:9][CH:8]=[CH:7][CH:6]=1)=[O:3].[Cl:11][C:12]1[N:17]=[C:16]([O:18][C:19]2[C:28]3[C:23](=[CH:24][CH:25]=[CH:26][CH:27]=3)[C:22]([NH2:29])=[CH:21][CH:20]=2)[CH:15]=[CH:14][N:13]=1.C(=O)(O)[O-].[Na+]. (2) The reactants are: [C:1]1([C:41]2[CH:46]=[CH:45][CH:44]=[CH:43][CH:42]=2)[CH:6]=[CH:5][C:4]([C:7]([N:9]2[CH2:14][CH2:13][N:12]([C:15]3[C:16]4[CH:38]=[C:37]([CH2:39][CH3:40])[S:36][C:17]=4[N:18]=[C:19]([NH:21][C:22]([C@@H:24]4[CH2:28][CH2:27][CH2:26][N:25]4C(OC(C)(C)C)=O)=[O:23])[N:20]=3)[CH2:11][CH2:10]2)=[O:8])=[CH:3][CH:2]=1.ClCCl.FC(F)(F)C(O)=O. Given the product [C:1]1([C:41]2[CH:46]=[CH:45][CH:44]=[CH:43][CH:42]=2)[CH:2]=[CH:3][C:4]([C:7]([N:9]2[CH2:14][CH2:13][N:12]([C:15]3[C:16]4[CH:38]=[C:37]([CH2:39][CH3:40])[S:36][C:17]=4[N:18]=[C:19]([NH:21][C:22]([C@@H:24]4[CH2:28][CH2:27][CH2:26][NH:25]4)=[O:23])[N:20]=3)[CH2:11][CH2:10]2)=[O:8])=[CH:5][CH:6]=1, predict the reactants needed to synthesize it.